From a dataset of Catalyst prediction with 721,799 reactions and 888 catalyst types from USPTO. Predict which catalyst facilitates the given reaction. (1) The catalyst class is: 50. Reactant: [F:1][C:2]1[CH:7]=[C:6]([N+:8]([O-])=O)[CH:5]=[CH:4][C:3]=1[N:11]1[CH2:16][CH2:15][O:14][CH2:13][CH2:12]1. Product: [F:1][C:2]1[CH:7]=[C:6]([NH2:8])[CH:5]=[CH:4][C:3]=1[N:11]1[CH2:12][CH2:13][O:14][CH2:15][CH2:16]1. (2) Reactant: [F:1][CH:2]([F:25])[O:3][C:4]1[CH:9]=[CH:8][C:7]([C:10]2[CH:11]=[N:12][C:13]([NH:16][C:17]3[CH:18]=[C:19]([CH2:23][OH:24])[CH:20]=[CH:21][CH:22]=3)=[N:14][CH:15]=2)=[CH:6][CH:5]=1.C(N(CC)CC)C.[CH3:33][S:34](Cl)(=[O:36])=[O:35]. Product: [CH3:33][S:34]([O:24][CH2:23][C:19]1[CH:20]=[CH:21][CH:22]=[C:17]([NH:16][C:13]2[N:12]=[CH:11][C:10]([C:7]3[CH:8]=[CH:9][C:4]([O:3][CH:2]([F:1])[F:25])=[CH:5][CH:6]=3)=[CH:15][N:14]=2)[CH:18]=1)(=[O:36])=[O:35]. The catalyst class is: 34. (3) Reactant: [CH:1]1([N:4]2[C:12]([CH3:13])=[C:11]3[C:6]([CH:7]=[CH:8][C:9]([N:14]4[CH:19]=[CH:18][C:17]([OH:20])=[CH:16][C:15]4=[O:21])=[CH:10]3)=[N:5]2)[CH2:3][CH2:2]1.[Cl:22][C:23]1[CH:24]=[CH:25][C:26]([CH2:29]O)=[N:27][CH:28]=1.CP(C)C. Product: [Cl:22][C:23]1[CH:24]=[CH:25][C:26]([CH2:29][O:20][C:17]2[CH:18]=[CH:19][N:14]([C:9]3[CH:8]=[CH:7][C:6]4[C:11](=[C:12]([CH3:13])[N:4]([CH:1]5[CH2:2][CH2:3]5)[N:5]=4)[CH:10]=3)[C:15](=[O:21])[CH:16]=2)=[N:27][CH:28]=1. The catalyst class is: 54. (4) Product: [ClH:46].[ClH:46].[ClH:46].[ClH:46].[F:1][C:2]1[CH:3]=[CH:4][C:5]([CH:8]([N:37]2[CH2:42][CH2:41][N:40]([CH:43]([CH3:45])[CH3:44])[CH2:39][CH2:38]2)[CH2:9][N:10]2[CH2:11][CH2:12][N:13]([CH2:16][CH2:17][CH2:18][C:19]([C:30]3[CH:35]=[CH:34][C:33]([F:36])=[CH:32][CH:31]=3)([C:23]3[CH:28]=[CH:27][C:26]([F:29])=[CH:25][CH:24]=3)[C:20](=[O:22])[NH2:21])[CH2:14][CH2:15]2)=[CH:6][CH:7]=1. Reactant: [F:1][C:2]1[CH:7]=[CH:6][C:5]([CH:8]([N:37]2[CH2:42][CH2:41][N:40]([CH:43]([CH3:45])[CH3:44])[CH2:39][CH2:38]2)[CH2:9][N:10]2[CH2:15][CH2:14][N:13]([CH2:16][CH2:17][CH2:18][C:19]([C:30]3[CH:35]=[CH:34][C:33]([F:36])=[CH:32][CH:31]=3)([C:23]3[CH:28]=[CH:27][C:26]([F:29])=[CH:25][CH:24]=3)[C:20](=[O:22])[NH2:21])[CH2:12][CH2:11]2)=[CH:4][CH:3]=1.[ClH:46].O1CCOCC1. The catalyst class is: 8. (5) Reactant: C(N(CC)CC)C.[O:8]=[C:9]1[N:15]([CH:16]2[CH2:21][CH2:20][N:19]([C:22]([O:24][C@@H:25]([C:39]([OH:41])=O)[CH2:26][C:27]3[CH:32]=[C:31]([C:33]([F:36])([F:35])[F:34])[C:30]([NH2:37])=[C:29]([Cl:38])[CH:28]=3)=[O:23])[CH2:18][CH2:17]2)[CH2:14][CH2:13][C:12]2[CH:42]=[CH:43][CH:44]=[CH:45][C:11]=2[NH:10]1.[CH2:46]([O:48][C:49](=[O:64])[CH2:50][N:51]1[CH2:56][CH2:55][C:54]([CH3:63])([N:57]2[CH2:62][CH2:61][NH:60][CH2:59][CH2:58]2)[CH2:53][CH2:52]1)[CH3:47].CN(C(ON1N=NC2C=CC=CC1=2)=[N+](C)C)C.[B-](F)(F)(F)F. Product: [O:8]=[C:9]1[N:15]([CH:16]2[CH2:17][CH2:18][N:19]([C:22]([O:24][C@H:25]([CH2:26][C:27]3[CH:32]=[C:31]([C:33]([F:35])([F:34])[F:36])[C:30]([NH2:37])=[C:29]([Cl:38])[CH:28]=3)[C:39]([N:60]3[CH2:61][CH2:62][N:57]([C:54]4([CH3:63])[CH2:55][CH2:56][N:51]([CH2:50][C:49]([O:48][CH2:46][CH3:47])=[O:64])[CH2:52][CH2:53]4)[CH2:58][CH2:59]3)=[O:41])=[O:23])[CH2:20][CH2:21]2)[CH2:14][CH2:13][C:12]2[CH:42]=[CH:43][CH:44]=[CH:45][C:11]=2[NH:10]1. The catalyst class is: 3. (6) Reactant: [N:1]([CH2:4][C:5]([O:7]CC)=[O:6])=[C:2]=[O:3].[CH:10]1([OH:16])[CH2:15][CH2:14][CH2:13][CH2:12][CH2:11]1. Product: [CH:10]1([O:16][C:2]([NH:1][CH2:4][C:5]([OH:7])=[O:6])=[O:3])[CH2:15][CH2:14][CH2:13][CH2:12][CH2:11]1. The catalyst class is: 4. (7) Reactant: [CH3:1][O:2][CH2:3][CH2:4][S:5]([N:8]1[CH2:13][CH2:12][N:11]([C:14]2[CH:19]=[CH:18][C:17]([N:20]3[C:29]4[C:24](=[CH:25][CH:26]=[CH:27][CH:28]=4)[N:23](C(O)=O)[CH2:22][CH2:21]3)=[CH:16][CH:15]=2)[CH2:10][CH2:9]1)(=[O:7])=[O:6].Cl.C(=O)([O-])O.[Na+]. Product: [CH3:1][O:2][CH2:3][CH2:4][S:5]([N:8]1[CH2:9][CH2:10][N:11]([C:14]2[CH:15]=[CH:16][C:17]([N:20]3[C:29]4[C:24](=[CH:25][CH:26]=[CH:27][CH:28]=4)[NH:23][CH2:22][CH2:21]3)=[CH:18][CH:19]=2)[CH2:12][CH2:13]1)(=[O:7])=[O:6]. The catalyst class is: 269.